Dataset: Full USPTO retrosynthesis dataset with 1.9M reactions from patents (1976-2016). Task: Predict the reactants needed to synthesize the given product. (1) Given the product [Cl:28][C:29]1[CH:34]=[CH:33][C:32]([C:2]2[CH:3]=[CH:4][C:5]3[O:11][CH2:10][CH2:9][N:8]4[CH:12]=[C:13]([C:15]5[N:19]([C:20]6[CH:25]=[CH:24][CH:23]=[CH:22][C:21]=6[Cl:26])[N:18]=[CH:17][N:16]=5)[N:14]=[C:7]4[C:6]=3[CH:27]=2)=[CH:31][CH:30]=1, predict the reactants needed to synthesize it. The reactants are: Br[C:2]1[CH:3]=[CH:4][C:5]2[O:11][CH2:10][CH2:9][N:8]3[CH:12]=[C:13]([C:15]4[N:19]([C:20]5[CH:25]=[CH:24][CH:23]=[CH:22][C:21]=5[Cl:26])[N:18]=[CH:17][N:16]=4)[N:14]=[C:7]3[C:6]=2[CH:27]=1.[Cl:28][C:29]1[CH:34]=[CH:33][C:32](B(O)O)=[CH:31][CH:30]=1.C([O-])([O-])=O.[Cs+].[Cs+].O. (2) The reactants are: S([O-])([O-])(=O)=O.[C:6]([C:11]1[CH:16]=[CH:15][C:14]([I+:17][C:18]2[CH:23]=[CH:22][C:21]([C:24]([CH2:27][CH3:28])([CH3:26])[CH3:25])=[CH:20][CH:19]=2)=[CH:13][CH:12]=1)([CH2:9][CH3:10])([CH3:8])[CH3:7].[C:24]([C:21]1[CH:22]=[CH:23][C:18]([I+:17][C:14]2[CH:15]=[CH:16][C:11]([C:6]([CH2:9][CH3:10])([CH3:8])[CH3:7])=[CH:12][CH:13]=2)=[CH:19][CH:20]=1)([CH2:27][CH3:28])([CH3:26])[CH3:25].C[N+](C)(C)C.[F:57][C:58]1[C:63]([S:64]([OH:67])(=[O:66])=[O:65])=[C:62]([F:68])[C:61]([F:69])=[C:60]([F:70])[C:59]=1[F:71]. Given the product [F:57][C:58]1[C:63]([S:64]([O-:67])(=[O:66])=[O:65])=[C:62]([F:68])[C:61]([F:69])=[C:60]([F:70])[C:59]=1[F:71].[C:24]([C:21]1[CH:22]=[CH:23][C:18]([I+:17][C:14]2[CH:15]=[CH:16][C:11]([C:6]([CH2:9][CH3:10])([CH3:8])[CH3:7])=[CH:12][CH:13]=2)=[CH:19][CH:20]=1)([CH2:27][CH3:28])([CH3:26])[CH3:25], predict the reactants needed to synthesize it. (3) Given the product [CH3:7][O:6][C:4]1[C:3]([OH:1])=[N:16][C:17]([OH:18])=[N:19][CH:8]=1, predict the reactants needed to synthesize it. The reactants are: [O:1]([CH2:3][C:4]([O:6][CH3:7])=O)C.[CH:8](OCC)=O.C[O-].[Na+].[NH2:16][C:17]([NH2:19])=[O:18].